Dataset: Experimentally validated miRNA-target interactions with 360,000+ pairs, plus equal number of negative samples. Task: Binary Classification. Given a miRNA mature sequence and a target amino acid sequence, predict their likelihood of interaction. The miRNA is hsa-miR-6072 with sequence UCCUCAUCACACUGCACCUUAG. The protein sequence of the target gene is MAFARRLLRGPLSGPLLGRRGVCAGAMAPPRRFVLELPDCTLAHFALGADAPGDADAPDPRLAALLGPPERSYSLCVPVTPDAGCGARVRAARLHQRLLHQLRRGPFQRCQLLRLLCYCPGGQAGGAQQGFLLRDPLDDPDTRQALLELLGACQEAPRPHLGEFEADPRGQLWQRLWEVQDGRRLQVGCAQVVPVPEPPLHPVVPDLPSSVVFPDREAARAVLEECTSFIPEARAVLDLVDQCPKQIQKGKFQVVAIEGLDATGKTTVTQSVADSLKAVLLKSPPSCIGQWRKIFDDEPT.... Result: 0 (no interaction).